This data is from Catalyst prediction with 721,799 reactions and 888 catalyst types from USPTO. The task is: Predict which catalyst facilitates the given reaction. Reactant: [C:1]([O-:18])(=[O:17])[CH2:2][CH2:3][CH2:4][CH2:5][CH2:6][CH2:7][CH2:8][CH2:9][CH2:10][CH2:11][CH2:12][CH2:13][CH2:14][CH2:15][CH3:16].[Na+]. Product: [C:1]([OH:18])(=[O:17])[CH2:2][CH2:3][CH2:4][CH2:5][CH2:6][CH2:7][CH2:8][CH2:9][CH2:10][CH2:11][CH2:12][CH2:13][CH2:14][CH2:15][CH3:16]. The catalyst class is: 8.